Dataset: Forward reaction prediction with 1.9M reactions from USPTO patents (1976-2016). Task: Predict the product of the given reaction. (1) Given the reactants [CH3:1][C:2]1[C:3]([C:21]2[CH:30]=[C:29]3[C:24]([CH:25]=[CH:26][CH:27]=[N:28]3)=[CH:23][CH:22]=2)=[N:4][C:5]([CH2:19]O)=[N:6][C:7]=1[NH:8][C:9]1[CH:14]=[CH:13][C:12]([C:15]([F:18])([F:17])[F:16])=[CH:11][N:10]=1.N1C=CC=CC=1.CS(Cl)(=O)=O.[CH3:42][C@H:43]1[O:48][C@@H:47]([CH3:49])[CH2:46][NH:45][CH2:44]1, predict the reaction product. The product is: [CH3:49][C@H:47]1[O:48][C@@H:43]([CH3:42])[CH2:44][N:45]([CH2:19][C:5]2[N:6]=[C:7]([NH:8][C:9]3[CH:14]=[CH:13][C:12]([C:15]([F:17])([F:18])[F:16])=[CH:11][N:10]=3)[C:2]([CH3:1])=[C:3]([C:21]3[CH:30]=[C:29]4[C:24]([CH:25]=[CH:26][CH:27]=[N:28]4)=[CH:23][CH:22]=3)[N:4]=2)[CH2:46]1. (2) Given the reactants C[O:2][C:3]([C:5]1[CH2:6][O:7][CH2:8][CH2:9][C:10]=1[C:11]1[CH:16]=[CH:15][C:14]([C:17]2[CH:22]=[CH:21][CH:20]=[CH:19][CH:18]=2)=[CH:13][CH:12]=1)=[O:4].Cl.COCCOC, predict the reaction product. The product is: [C:14]1([C:17]2[CH:18]=[CH:19][CH:20]=[CH:21][CH:22]=2)[CH:13]=[CH:12][C:11]([C:10]2[CH2:9][CH2:8][O:7][CH2:6][C:5]=2[C:3]([OH:4])=[O:2])=[CH:16][CH:15]=1. (3) The product is: [CH3:1][C:2]1[CH:6]=[C:5]([N:7]([C:8]([O:9][CH2:10][C:11]([Cl:12])([Cl:14])[Cl:13])=[O:15])[C@H:17]([C:18]([O:20][CH3:21])=[O:19])[CH2:22][CH:23]([CH3:25])[CH3:24])[S:4][N:3]=1. Given the reactants [CH3:1][C:2]1[CH:6]=[C:5]([NH:7][C:8](=[O:15])[O:9][CH2:10][C:11]([Cl:14])([Cl:13])[Cl:12])[S:4][N:3]=1.O[C@H:17]([CH2:22][CH:23]([CH3:25])[CH3:24])[C:18]([O:20][CH3:21])=[O:19].C1(P(C2C=CC=CC=2)C2C=CC=CC=2)C=CC=CC=1.CC(OC(/N=N/C(OC(C)C)=O)=O)C, predict the reaction product. (4) Given the reactants [C:1]([NH:5][C:6]([C:8]1[C:16]2[C:11](=[N:12][CH:13]=[C:14](Br)[N:15]=2)[N:10]([CH2:18][O:19][CH2:20][CH2:21][Si:22]([CH3:25])([CH3:24])[CH3:23])[CH:9]=1)=[O:7])([CH3:4])([CH3:3])[CH3:2].[CH3:26][N:27]1[C:35]2[C:30](=[CH:31][C:32]([C:36]#[N:37])=[CH:33][CH:34]=2)[C:29]([Sn](CCCC)(CCCC)CCCC)=[N:28]1.O.C(OCC)C, predict the reaction product. The product is: [C:1]([NH:5][C:6]([C:8]1[C:16]2[C:11](=[N:12][CH:13]=[C:14]([C:29]3[C:30]4[C:35](=[CH:34][CH:33]=[C:32]([C:36]#[N:37])[CH:31]=4)[N:27]([CH3:26])[N:28]=3)[N:15]=2)[N:10]([CH2:18][O:19][CH2:20][CH2:21][Si:22]([CH3:25])([CH3:24])[CH3:23])[CH:9]=1)=[O:7])([CH3:4])([CH3:3])[CH3:2]. (5) Given the reactants [CH:1]1[C:14]2[C:5]3=[C:6]4[C:11](=[CH:12][CH:13]=2)[CH:10]=[CH:9][CH:8]=[C:7]4[CH2:15][C:4]3=[CH:3][CH:2]=1.[H][H], predict the reaction product. The product is: [CH:10]1[C:11]2[CH2:12][CH2:13][C:14]3[CH:1]=[CH:2][CH:3]=[C:4]4[CH2:15][C:7]([C:6]=2[C:5]=34)=[CH:8][CH:9]=1. (6) Given the reactants Br[CH2:2][C:3]([O:5][C:6]([CH3:9])([CH3:8])[CH3:7])=[O:4].[Br:10][C:11]1[CH:16]=[C:15]([N+:17]([O-:19])=[O:18])[CH:14]=[CH:13][C:12]=1[OH:20].C(=O)([O-])[O-].[K+].[K+], predict the reaction product. The product is: [C:6]([O:5][C:3](=[O:4])[CH2:2][O:20][C:12]1[CH:13]=[CH:14][C:15]([N+:17]([O-:19])=[O:18])=[CH:16][C:11]=1[Br:10])([CH3:9])([CH3:8])[CH3:7].